From a dataset of Forward reaction prediction with 1.9M reactions from USPTO patents (1976-2016). Predict the product of the given reaction. (1) Given the reactants C(NC(C)C)(C)C.[Br:8][C:9]1[CH:13]=[C:12](Br)[S:11][C:10]=1[C:15]([O:17][CH3:18])=[O:16].[CH3:19][C:20]([CH3:24])([CH3:23])[C:21]#[CH:22].CC(C)C#C, predict the reaction product. The product is: [Br:8][C:9]1[CH:13]=[C:12]([C:22]#[C:21][C:20]([CH3:24])([CH3:23])[CH3:19])[S:11][C:10]=1[C:15]([O:17][CH3:18])=[O:16]. (2) Given the reactants [Cl:1][C:2]1[C:19]([CH:20](Br)Br)=[CH:18][C:5]2=[C:6]([C:14]([O:16][CH3:17])=[O:15])[CH:7]=[C:8]3[C:13]([CH:12]=[N:11][CH:10]=[CH:9]3)=[C:4]2[CH:3]=1.CS(C)=[O:25], predict the reaction product. The product is: [Cl:1][C:2]1[C:19]([CH:20]=[O:25])=[CH:18][C:5]2=[C:6]([C:14]([O:16][CH3:17])=[O:15])[CH:7]=[C:8]3[C:13]([CH:12]=[N:11][CH:10]=[CH:9]3)=[C:4]2[CH:3]=1. (3) Given the reactants O[C@@H:2]([CH3:10])[C@H:3]([CH3:9])[C@@H:4]([C:6]([OH:8])=[O:7])[NH2:5].Cl.N[C@H]1[C@@H](C)[C@H](C)OC1=O, predict the reaction product. The product is: [NH2:5][C@H:4]1[C@@H:3]([CH3:9])[C@H:2]([CH3:10])[O:7][C:6]1=[O:8]. (4) Given the reactants [CH3:1][C:2]([CH3:16])([CH3:15])[CH:3]([C:5]1[CH:10]=[CH:9][C:8]([S:11][CH2:12][CH2:13][CH3:14])=[CH:7][CH:6]=1)O.C1(P(C2C=CC=CC=2)C2C=CC=CC=2)C=CC=CC=1.N(C(OCC)=O)=NC(OCC)=O.C1(P([N:62]=[N+:63]=[N-:64])(C2C=CC=CC=2)=O)C=CC=CC=1, predict the reaction product. The product is: [N:62]([CH:3]([C:5]1[CH:10]=[CH:9][C:8]([S:11][CH2:12][CH2:13][CH3:14])=[CH:7][CH:6]=1)[C:2]([CH3:16])([CH3:15])[CH3:1])=[N+:63]=[N-:64]. (5) Given the reactants [CH2:1]1[O:13][C:12]2[CH:11]=[C:10]3[C:5]([C:6]([C:15]4[CH:20]=[CH:19][C:18]5[O:21][CH2:22]C[O:24][C:17]=5[CH:16]=4)=[N:7][C:8](=[O:14])[NH:9]3)=[CH:4][C:3]=2[O:2]1.CC([O-])(C)C.[K+].Cl.[CH3:32][N:33]([CH3:37])[CH2:34][CH2:35]Cl.[OH-].[Na+], predict the reaction product. The product is: [CH2:1]1[O:13][C:12]2[CH:11]=[C:10]3[C:5]([C:6]([C:15]4[CH:20]=[CH:19][C:18]5[O:21][CH2:22][O:24][C:17]=5[CH:16]=4)=[N:7][C:8]([O:14][CH2:35][CH2:34][N:33]([CH3:37])[CH3:32])=[N:9]3)=[CH:4][C:3]=2[O:2]1. (6) Given the reactants Cl[C:2]1[CH:3]=[C:4]([NH:13][C:14]2[CH:19]=[CH:18][C:17]([N:20]3[CH2:25][CH2:24][N:23]([C:26]([O:28][C:29]([CH3:32])([CH3:31])[CH3:30])=[O:27])[CH2:22][CH2:21]3)=[CH:16][C:15]=2[O:33][CH3:34])[C:5]2[C:10](=[O:11])[NH:9][N:8]=[CH:7][C:6]=2[N:12]=1.[Cl:35][C:36]1[CH:42]=[CH:41][CH:40]=[C:39]([Cl:43])[C:37]=1[NH2:38].C1(P(C2CCCCC2)C2C=CC=CC=2C2C(C(C)C)=CC(C(C)C)=CC=2C(C)C)CCCCC1.CC(C)([O-])C.[K+], predict the reaction product. The product is: [Cl:35][C:36]1[CH:42]=[CH:41][CH:40]=[C:39]([Cl:43])[C:37]=1[NH:38][C:2]1[CH:3]=[C:4]([NH:13][C:14]2[CH:19]=[CH:18][C:17]([N:20]3[CH2:21][CH2:22][N:23]([C:26]([O:28][C:29]([CH3:30])([CH3:32])[CH3:31])=[O:27])[CH2:24][CH2:25]3)=[CH:16][C:15]=2[O:33][CH3:34])[C:5]2[C:10](=[O:11])[NH:9][N:8]=[CH:7][C:6]=2[N:12]=1. (7) The product is: [CH2:34]([O:29][C:26](=[O:28])[C:2]1[CH:7]=[CH:6][C:5]([C:8]2[CH2:12][C:11]([C:17]3[CH:18]=[C:19]([Cl:24])[CH:20]=[C:21]([Cl:23])[CH:22]=3)([C:13]([F:16])([F:15])[F:14])[O:10][N:9]=2)=[CH:4][C:3]=1[CH3:25])[CH3:35]. Given the reactants Br[C:2]1[CH:7]=[CH:6][C:5]([C:8]2[CH2:12][C:11]([C:17]3[CH:22]=[C:21]([Cl:23])[CH:20]=[C:19]([Cl:24])[CH:18]=3)([C:13]([F:16])([F:15])[F:14])[O:10][N:9]=2)=[CH:4][C:3]=1[CH3:25].[C:26]([O-:29])(=[O:28])C.[Na+].[C]=O.O.[CH2:34](O)[CH3:35], predict the reaction product. (8) Given the reactants [F:1][C:2]1[CH:19]=[CH:18][C:17]([F:20])=[CH:16][C:3]=1[CH2:4][N:5]1[CH2:10][CH2:9][NH:8][C:7]2[N:11]=[CH:12][C:13](I)=[CH:14][C:6]1=2.CC1(C)C(C)(C)OB([C:29]2[CH:30]=[CH:31][C:32]([C:35]#[N:36])=[N:33][CH:34]=2)O1, predict the reaction product. The product is: [F:1][C:2]1[CH:19]=[CH:18][C:17]([F:20])=[CH:16][C:3]=1[CH2:4][N:5]1[CH2:10][CH2:9][NH:8][C:7]2[N:11]=[CH:12][C:13]([C:29]3[CH:30]=[CH:31][C:32]([C:35]#[N:36])=[N:33][CH:34]=3)=[CH:14][C:6]1=2. (9) Given the reactants C[O:2][C:3](=[O:32])[CH2:4][O:5][C:6]1[CH:11]=[C:10]([CH2:12][CH3:13])[C:9]([O:14][CH2:15][C:16]2[S:17][CH:18]=[C:19]([C:21]3[CH:26]=[CH:25][C:24]([C:27]([F:30])([F:29])[F:28])=[CH:23][CH:22]=3)[N:20]=2)=[CH:8][C:7]=1[CH3:31].[Li+].[OH-].Cl.CCOC(C)=O, predict the reaction product. The product is: [CH2:12]([C:10]1[C:9]([O:14][CH2:15][C:16]2[S:17][CH:18]=[C:19]([C:21]3[CH:22]=[CH:23][C:24]([C:27]([F:28])([F:30])[F:29])=[CH:25][CH:26]=3)[N:20]=2)=[CH:8][C:7]([CH3:31])=[C:6]([CH:11]=1)[O:5][CH2:4][C:3]([OH:32])=[O:2])[CH3:13].